Dataset: Catalyst prediction with 721,799 reactions and 888 catalyst types from USPTO. Task: Predict which catalyst facilitates the given reaction. (1) Reactant: [F:1][CH2:2][C:3]1([C:14]([O:16][CH2:17][CH3:18])=[O:15])[CH2:8][CH2:7][C:6]([O:9][Si](C)(C)C)=[CH:5][CH2:4]1.Cl. Product: [F:1][CH2:2][C:3]1([C:14]([O:16][CH2:17][CH3:18])=[O:15])[CH2:4][CH2:5][C:6](=[O:9])[CH2:7][CH2:8]1. The catalyst class is: 1. (2) Reactant: [F:1][C:2]1[C:3]([N+:17]([O-:19])=[O:18])=[C:4]([CH:8](C(OC)=O)[C:9]([O:11]C)=[O:10])[CH:5]=[CH:6][CH:7]=1.Cl. Product: [F:1][C:2]1[C:3]([N+:17]([O-:19])=[O:18])=[C:4]([CH2:8][C:9]([OH:11])=[O:10])[CH:5]=[CH:6][CH:7]=1. The catalyst class is: 6. (3) Reactant: C(OC(=O)C)(=O)C.[N+]([O-])(O)=O.C(=O)(O)[O-].[Na+].[CH3:17][O:18][C:19]1[CH:20]=[C:21]2[C:26](=[CH:27][CH:28]=1)[CH:25]=[C:24]([C@H:29]([CH3:40])[C:30]([O:32][CH2:33][CH2:34]S(CCO)=O)=[O:31])[CH:23]=[CH:22]2. Product: [CH3:17][O:18][C:19]1[CH:20]=[C:21]2[C:26](=[CH:27][CH:28]=1)[CH:25]=[C:24]([C@H:29]([CH3:40])[C:30]([O:32][CH2:33][CH3:34])=[O:31])[CH:23]=[CH:22]2. The catalyst class is: 13. (4) Reactant: [F:1][C:2]1([F:18])[CH:6]2[C:7]([C:11]3[CH:16]=[CH:15][CH:14]=[CH:13][C:12]=3[F:17])([CH3:10])[NH:8][O:9][CH:5]2[CH2:4][CH2:3]1.CCCCCCC. Product: [F:18][C:2]1([F:1])[C@H:6]2[C@@:7]([C:11]3[CH:16]=[CH:15][CH:14]=[CH:13][C:12]=3[F:17])([CH3:10])[NH:8][O:9][C@H:5]2[CH2:4][CH2:3]1. The catalyst class is: 8.